From a dataset of Reaction yield outcomes from USPTO patents with 853,638 reactions. Predict the reaction yield, written as a fraction of the theoretical maximum amount of product (1.0 means a 100% yield; for example, 0.34 means a 34% yield). (1) The reactants are Br[C:2]1[CH:3]=[CH:4][C:5]2[O:11][CH2:10][CH2:9][N:8]3[CH:12]=[C:13]([C:15]4[N:19]([CH:20]([CH3:22])[CH3:21])[N:18]=[CH:17][N:16]=4)[N:14]=[C:7]3[C:6]=2[CH:23]=1.[C:24]1(B(O)O)[CH:29]=[CH:28][CH:27]=[CH:26][CH:25]=1.C([O-])([O-])=O.[Cs+].[Cs+].O. The catalyst is O1CCOCC1. The product is [CH:20]([N:19]1[C:15]([C:13]2[N:14]=[C:7]3[C:6]4[CH:23]=[C:2]([C:24]5[CH:29]=[CH:28][CH:27]=[CH:26][CH:25]=5)[CH:3]=[CH:4][C:5]=4[O:11][CH2:10][CH2:9][N:8]3[CH:12]=2)=[N:16][CH:17]=[N:18]1)([CH3:22])[CH3:21]. The yield is 0.120. (2) The reactants are [SH:1][CH2:2][C:3]([O:5][CH2:6][CH3:7])=[O:4].C(N(CC)CC)C.Cl[C:16]1[CH:21]=[CH:20][N:19]=[CH:18][C:17]=1[C:22](=O)[CH3:23]. The catalyst is C(#N)C. The product is [CH3:23][C:22]1[C:17]2[CH:18]=[N:19][CH:20]=[CH:21][C:16]=2[S:1][C:2]=1[C:3]([O:5][CH2:6][CH3:7])=[O:4]. The yield is 0.220. (3) The reactants are O.O.O.O.O.O.O.O.O.[S-2:10].[Na+].[Na+].[S].Cl[C:15]1[CH:20]=[CH:19][C:18]([N+:21]([O-:23])=[O:22])=[CH:17][C:16]=1[NH:24][C:25](=O)[C:26]1[CH:31]=[CH:30][C:29]([CH3:32])=[CH:28][CH:27]=1.Cl. The catalyst is C(O)C.O. The product is [N+:21]([C:18]1[CH:19]=[CH:20][C:15]2[S:10][C:25]([C:26]3[CH:31]=[CH:30][C:29]([CH3:32])=[CH:28][CH:27]=3)=[N:24][C:16]=2[CH:17]=1)([O-:23])=[O:22]. The yield is 0.430. (4) The reactants are [I:1][C:2]1[CH:7]=[CH:6][C:5]([C:8]2([C:11]([F:14])([F:13])[F:12])[NH:10][NH:9]2)=[CH:4][CH:3]=1.C(N(CC)CC)C.II. The catalyst is CO. The product is [I:1][C:2]1[CH:3]=[CH:4][C:5]([C:8]2([C:11]([F:13])([F:12])[F:14])[N:9]=[N:10]2)=[CH:6][CH:7]=1. The yield is 0.600. (5) The yield is 0.830. The product is [CH:1]1([NH:5][N:6]2[C:15]3[C:10](=[CH:11][CH:12]=[CH:13][CH:14]=3)[C:9]([OH:16])=[C:8]([C:17]3[NH:22][C:21]4[CH:23]=[CH:24][C:25]([NH:27][S:28]([NH2:29])(=[O:40])=[O:41])=[CH:26][C:20]=4[S:19](=[O:42])(=[O:43])[N:18]=3)[C:7]2=[O:44])[CH2:2][CH2:3][CH2:4]1. The catalyst is O1CCCC1.CO.[Pd]. The reactants are [CH:1]1([NH:5][N:6]2[C:15]3[C:10](=[CH:11][CH:12]=[CH:13][CH:14]=3)[C:9]([OH:16])=[C:8]([C:17]3[NH:22][C:21]4[CH:23]=[CH:24][C:25]([NH:27][S:28](=[O:41])(=[O:40])[NH:29]C(OCC5C=CC=CC=5)=O)=[CH:26][C:20]=4[S:19](=[O:43])(=[O:42])[N:18]=3)[C:7]2=[O:44])[CH2:4][CH2:3][CH2:2]1. (6) The reactants are [CH3:1][O:2][C:3]1[CH:32]=[CH:31][C:6]([CH2:7][N:8]([CH2:22][C:23]2[CH:28]=[CH:27][C:26]([O:29][CH3:30])=[CH:25][CH:24]=2)[C:9]2[CH:14]=[C:13]([F:15])[C:12]([C:16]([CH3:20])([CH3:19])[CH2:17][OH:18])=[C:11]([F:21])[CH:10]=2)=[CH:5][CH:4]=1.I[CH3:34].[H-].[Na+].O. The catalyst is CN(C=O)C. The product is [F:21][C:11]1[CH:10]=[C:9]([CH:14]=[C:13]([F:15])[C:12]=1[C:16]([CH3:20])([CH3:19])[CH2:17][O:18][CH3:34])[N:8]([CH2:7][C:6]1[CH:5]=[CH:4][C:3]([O:2][CH3:1])=[CH:32][CH:31]=1)[CH2:22][C:23]1[CH:24]=[CH:25][C:26]([O:29][CH3:30])=[CH:27][CH:28]=1. The yield is 0.740. (7) The reactants are [C:1]([C:3]1[C:4]([F:17])=[C:5]([NH:9]C(=O)OC(C)(C)C)[CH:6]=[CH:7][CH:8]=1)#[CH:2].FC(F)(F)C(O)=O.[Cl:25]CCl. The catalyst is C(O)(C)C.Cl.O1CCOCC1. The product is [ClH:25].[C:1]([C:3]1[C:4]([F:17])=[C:5]([CH:6]=[CH:7][CH:8]=1)[NH2:9])#[CH:2]. The yield is 0.680. (8) The reactants are [NH2:1][C:2]1[N:7]=[CH:6][N:5]=[C:4]2[N:8]([CH:12]3[CH2:17][CH2:16][CH2:15][N:14]([C:18]([O:20][C:21]([CH3:24])([CH3:23])[CH3:22])=[O:19])[CH2:13]3)[N:9]=[C:10](I)[C:3]=12.[O:25]([C:32]1[CH:37]=[CH:36][C:35](B(O)O)=[CH:34][CH:33]=1)[C:26]1[CH:31]=[CH:30][CH:29]=[CH:28][CH:27]=1.C(=O)([O-])[O-].[Na+].[Na+]. The catalyst is O1CCOCC1.O.C1C=CC([P]([Pd]([P](C2C=CC=CC=2)(C2C=CC=CC=2)C2C=CC=CC=2)([P](C2C=CC=CC=2)(C2C=CC=CC=2)C2C=CC=CC=2)[P](C2C=CC=CC=2)(C2C=CC=CC=2)C2C=CC=CC=2)(C2C=CC=CC=2)C2C=CC=CC=2)=CC=1. The product is [NH2:1][C:2]1[N:7]=[CH:6][N:5]=[C:4]2[N:8]([CH:12]3[CH2:17][CH2:16][CH2:15][N:14]([C:18]([O:20][C:21]([CH3:24])([CH3:23])[CH3:22])=[O:19])[CH2:13]3)[N:9]=[C:10]([C:35]3[CH:36]=[CH:37][C:32]([O:25][C:26]4[CH:31]=[CH:30][CH:29]=[CH:28][CH:27]=4)=[CH:33][CH:34]=3)[C:3]=12. The yield is 0.640. (9) The reactants are CN(C)/[CH:3]=[C:4](\[C:8]1[CH:13]=[CH:12][CH:11]=[CH:10][CH:9]=1)/[C:5](=O)[CH3:6].[NH:15]([C:17]1[CH:18]=[C:19]([CH:22]=[CH:23][N:24]=1)[C:20]#[N:21])[NH2:16]. No catalyst specified. The product is [CH3:6][C:5]1[N:15]([C:17]2[CH:18]=[C:19]([C:20]#[N:21])[CH:22]=[CH:23][N:24]=2)[N:16]=[CH:3][C:4]=1[C:8]1[CH:13]=[CH:12][CH:11]=[CH:10][CH:9]=1. The yield is 0.340.